This data is from Forward reaction prediction with 1.9M reactions from USPTO patents (1976-2016). The task is: Predict the product of the given reaction. (1) Given the reactants [S:1]1[C:13]2[C:12]3[CH:11]=[CH:10][CH:9]=[CH:8][C:7]=3[CH:6]=[N+:5]([O-])[C:4]=2[CH:3]=[CH:2]1.[CH2:15]([Mg]Br)[CH3:16], predict the reaction product. The product is: [CH2:15]([C:6]1[C:7]2[CH:8]=[CH:9][CH:10]=[CH:11][C:12]=2[C:13]2[S:1][CH:2]=[CH:3][C:4]=2[N:5]=1)[CH3:16]. (2) Given the reactants [Br:1][C:2]1[CH:3]=[CH:4][C:5]([CH:8]([NH2:10])[CH3:9])=[N:6][CH:7]=1.CCN(CC)CC.[CH3:18][C:19]([O:22][C:23](O[C:23]([O:22][C:19]([CH3:21])([CH3:20])[CH3:18])=[O:24])=[O:24])([CH3:21])[CH3:20], predict the reaction product. The product is: [C:19]([O:22][C:23](=[O:24])[NH:10][CH:8]([C:5]1[CH:4]=[CH:3][C:2]([Br:1])=[CH:7][N:6]=1)[CH3:9])([CH3:21])([CH3:20])[CH3:18].